This data is from Human Reference Interactome with 51,813 positive PPI pairs across 8,248 proteins, plus equal number of experimentally-validated negative pairs. The task is: Binary Classification. Given two protein amino acid sequences, predict whether they physically interact or not. (1) Protein 1 (ENSG00000055208) has sequence MAQGSHQIDFQVLHDLRQKFPEVPEVVVSRCMLQNNNNLDACCAVLSQESTRYLYGEGDLNFSDDSGISGLRNHMTSLNLDLQSQNIYHHGREGSRMNGSRTLTHSISDGQLQGGQSNSELFQQEPQTAPAQVPQGFNVFGMSSSSGASNSAPHLGFHLGSKGTSSLSQQTPRFNPIMVTLAPNIQTGRNTPTSLHIHGVPPPVLNSPQGNSIYIRPYITTPGGTTRQTQQHSGWVSQFNPMNPQQVYQPSQPGPWTTCPASNPLSHTSSQQPNQQGHQTSHVYMPISSPTTSQPPTIHS.... Protein 2 (ENSG00000135443) has sequence MSCRSYRISSGCGVTRNFSSCSAVAPKTGNRCCISAAPYRGVSCYRGLTGFGSRSLCNLGSCGPRIAVGGFRAGSCGRSFGYRSGGVCGPSPPCITTVSVNESLLTPLNLEIDPNAQCVKQEEKEQIKSLNSRFAAFIDKVRFLEQQNKLLETKWQFYQNQRCCESNLEPLFSGYIETLRREAECVEADSGRLASELNHVQEVLEGYKKKYEEEVALRATAENEFVVLKKDVDCAYLRKSDLEANVEALVEESSFLRRLYEEEIRVLQAHISDTSVIVKMDNSRDLNMDCIIAEIKAQYD.... Result: 1 (the proteins interact). (2) Protein 1 (ENSG00000136250) has sequence MQSPWKILTVAPLFLLLSLQSSASPANDDQSRPSLSNGHTCVASSAEKPQLS*MQSPWKILTVAPLFLLLSLQSSASPANDDQSRPSLSNGHTCVEKLFLKTTCYLVIDKFGSDIIKLLSADMNADVVCHTLEFCKQNTGQPLCHLYPLPKETWKFTLQKAMQSPWKILTVAPLFLLLSLQSSASPANDDQSRPSLSNGHTCVGCVLVVSVIEQLAQVHNSTVQASMERLCSYLPEKLFLKTTCYLVIDKFGSDIIKLLSADMNADVVCHTLEFCKQNTGQPLCHLYPLPKETWKFTLQK.... Protein 2 (ENSG00000150672) has sequence MNAYLTKQHSCSRGSDGMDAVRSAPTLIRDAHCACGWQRNCQGLGYSSQTMPSSGPGGPASNRTGGSSFNRTLWDSVRKSPHKTSTKGKGTCGEHCTCPHGWFSPAQASPAPIIVNTDTLDTIPYVNGTEIEYEFEEITLERGNSGLGFSIAGGTDNPHIGDDPGIFITKIIPGGAAAEDGRLRVNDCILRVNEVDVSEVSHSKAVEALKEAGSIVRLYVRRRRPILETVVEIKLFKGPKGLGFSIAGGVGNQHIPGDNSIYVTKIIDGGAAQKDGRLQVGDRLLMVNNYSLEEVTHEEA.... Result: 1 (the proteins interact). (3) Protein 1 (ENSG00000050426) has sequence MALSRVCWARSAVWGSAVTPGHFVTRRLQLGRSGLAWGAPRSSKLHLSPKADVKNLMSYVVTKTKAINGKYHRFLGRHFPRFYVLYTIFMKGLQMLWADAKKARRIKTNMWKHNIKFHQLPYREMEHLRQFRQDVTKCLFLGIISIPPFANYLVFLLMYLFPRQLLIRHFWTPKQQTDFLDIYHAFRKQSHPEIISYLEKVIPLISDAGLRWRLTDLCTKIQRGTHPAIHDILALRECFSNHPLGMNQLQALHVKALSRAMLLTSYLPPPLLRHRLKTHTTVIHQLDKALAKLGIGQLTA.... Protein 2 (ENSG00000215717) has sequence MTNVYSLDGILVFGLLFVCTCAYFKKVPRLKTWLLSEKKGVWGVFYKAAVIGTRLHAAVAIACVVMAFYVLFIK*MTNVYSLDGILVFGLLFVCTCAYFKKVPRLKTWLLSEKKGVWGVFYKGEAMSGQGEETAISGQCGATNRCDWNQAACCCGNCLCCNGLLRPVYKMNSKAPKSSTANQGDGDEEPVGDLNPV*. Result: 1 (the proteins interact). (4) Protein 1 (ENSG00000088038) has sequence MADKRKLQGEIDRCLKKVSEGVEQFEDIWQKLHNAANANQKEKYEADLKKEIKKLQRLRDQIKTWVASNEIKDKRQLIDNRKLIETQMERFKVVERETKTKAYSKEGLGLAQKVDPAQKEKEEVGQWLTNTIDTLNMQVDQFESEVESLSVQTRKKKGDKDKQDRIEGLKRHIEKHRYHVRMLETILRMLDNDSILVDAIRKIKDDVEYYVDSSQDPDFEENEFLYDDLDLEDIPQALVATSPPSHSHMEDEIFNQSSSTPTSTTSSSPIPPSPANCTTENSEDDKKRGRSTDSEVSQSP.... Protein 2 (ENSG00000149289) has sequence MPGGGSQEYGVLCIQEYRKNSKVESSTRNNFMGLKDHLGHDLGHLYVESTDPQLSPAVPWSTVENPSMDTVNVGKDEKEASEENASSGDSEENTNSDHESEQLGSISVEPGLITKTHRQLCRSPCLEPHILKRNEILQDFKPEESQTTSKEAKKPPDVVREYQTKLEFALKLGYSEEQVQLVLNKLGTDALINDILGELVKLGNKSEADQTVSTINTITRETSSLESQRSESPMQEIVTDDGENLRPIVIDGSNVAMSHGNKEVFSCRGIKLAVDWFLERGHKDITVFVPAWRKEQSRPD.... Result: 0 (the proteins do not interact). (5) Protein 1 (ENSG00000106028) has sequence MFRRPVLQVLRQFVRHESETTTSLVLERSLNRVHLLGRVGQDPVLRQVEGKNPVTIFSLATNEMWRSGDSEVYQLGDVSQKTTWHRISVFRPGLRDVAYQYVKKGSRIYLEGKIDYGEYMDKNNVRRQATTIIADNIIFLSDQTKEKE*MFRRPVLQVLRQFVRHESETTTSLVLERSLNRVHLLGRVGQDPVLRQVEGKNPVTIFSLATNEMWRSGDSEVYQLGDVSQKTTWHRISVFRPGLRDVAYQYVKKGSRIYLEGKIDYGEYMDMFRRPVLQVLRQFVRHESETTTSLVLERMF.... Protein 2 (ENSG00000155858) has sequence MEERERGARSAGAGSPARPPSPRLDVSSDSFDPLLALYAPRLPPIPYPNAPCFNNVAEYESFLRTGVRGGGRGRGRARGAAAGSGVPAAPGPSGRTRRRPDAPAPDPERIQRLRRLMVAKEEGDGAAGAGRRGPGRSRKAPRNVLTRMPLHEGSPLGELHRCIREGVKVNVHIRTFKGLRGVCTGFLVAFDKFWNMALTDVDETYRKPVLGKAYERDSSLTLTRLFDRLKLQDSSKKEADSKSAVEDSTLSRYSQTSTWKLASVWGRADTGRGSHKRSRSVPSSLQASAREESRSELSGR.... Result: 0 (the proteins do not interact). (6) Protein 2 (ENSG00000133961) has sequence MNKLRQSFRRKKDVYVPEASRPHQWQTDEEGVRTGKCSFPVKYLGHVEVDESRGMHICEDAVKRLKAERKFFKGFFGKTGKKAVKAVLWVSADGLRVVDEKTKDLIVDQTIEKVSFCAPDRNFDRAFSYICRDGTTRRWICHCFMAVKDTGERLSHAVGCAFAACLERKQKREKECGVTATFDASRTTFTREGSFRVTTATEQAEREEIMKQMQDAKKAETDKIVVGSSVAPGNTAPSPSSPTSPTSDATTSLEMNNPHAIPRRHAPIEQLARQGSFRGFPALSQKMSPFKRQLSLRINE.... Protein 1 (ENSG00000072415) has sequence MTTSHMNGHVTEESDSEVKNVDLASPEEHQKHREMAVDCPGDLGTRMMPIRRSAQLERIRQQQEDMRRRREEEGKKQELDLNSSMRLKKLAQIPPKTGIDNPMFDTEEGIVLESPHYAVKILEIEDLFSSLKHIQHTLVDSQSQEDISLLLQLVQNKDFQNAFKIHNAITVHMNKASPPFPLISNAQDLAQEVQTVLKPVHHKEGQELTALLNTPHIQALLLAHDKVAEQEMQLEPITDERVYESIGQYGGETVKIVRIEKARDIPLGATVRNEMDSVIISRIVKGGAAEKSGLLHEGDE.... Result: 1 (the proteins interact).